This data is from Forward reaction prediction with 1.9M reactions from USPTO patents (1976-2016). The task is: Predict the product of the given reaction. (1) Given the reactants [C:1]([O:4][CH2:5][CH2:6][C:7]1[C:16]2[C:11](=[CH:12][CH:13]=[CH:14][CH:15]=2)[C:10]([NH:17]C(OCC2C=CC=CC=2)=O)=[CH:9][C:8]=1[NH:28][C:29]([C:31]1[NH:32][C:33]2[C:38]([CH:39]=1)=[CH:37][C:36]([O:40][CH3:41])=[C:35]([O:42][CH3:43])[C:34]=2[O:44][CH3:45])=[O:30])(=[O:3])[CH3:2], predict the reaction product. The product is: [C:1]([O:4][CH2:5][CH2:6][C:7]1[C:16]2[C:11](=[CH:12][CH:13]=[CH:14][CH:15]=2)[C:10]([NH2:17])=[CH:9][C:8]=1[NH:28][C:29]([C:31]1[NH:32][C:33]2[C:38]([CH:39]=1)=[CH:37][C:36]([O:40][CH3:41])=[C:35]([O:42][CH3:43])[C:34]=2[O:44][CH3:45])=[O:30])(=[O:3])[CH3:2]. (2) Given the reactants [C:1]([O:5][C:6](=[O:15])[NH:7][C:8]1[CH:13]=[CH:12][CH:11]=[C:10]([NH2:14])[CH:9]=1)([CH3:4])([CH3:3])[CH3:2].C(O)(=O)C.C(O[C:23]1(O[Si](C)(C)C)[CH2:25][CH2:24]1)C.[BH4-].[Na+].C(=O)([O-])O.[Na+], predict the reaction product. The product is: [CH:23]1([NH:14][C:10]2[CH:9]=[C:8]([NH:7][C:6](=[O:15])[O:5][C:1]([CH3:4])([CH3:2])[CH3:3])[CH:13]=[CH:12][CH:11]=2)[CH2:25][CH2:24]1. (3) Given the reactants Br[C:2]1[CH:7]=[CH:6][C:5]([CH2:8][OH:9])=[CH:4][CH:3]=1.[O:10]1[CH:15]=[CH:14][CH2:13][CH2:12][CH2:11]1.S(C1C=CC(C)=CC=1)([O-])(=O)=O.[NH+]1C=CC=CC=1.C(=O)([O-])O.[Na+], predict the reaction product. The product is: [CH2:8]([O:9][CH:11]1[CH2:12][CH2:13][CH2:14][CH2:15][O:10]1)[C:5]1[CH:6]=[CH:7][CH:2]=[CH:3][CH:4]=1. (4) Given the reactants [O:1]1[CH2:6][CH2:5][CH2:4][O:3][CH:2]1[C:7]1[CH:14]=[CH:13][C:10]([C:11]#[N:12])=[CH:9][C:8]=1F.[SH:16][CH2:17][CH2:18][OH:19].C(=O)([O-])[O-].[K+].[K+], predict the reaction product. The product is: [O:1]1[CH2:6][CH2:5][CH2:4][O:3][CH:2]1[C:7]1[CH:14]=[CH:13][C:10]([C:11]#[N:12])=[CH:9][C:8]=1[S:16][CH2:17][CH2:18][OH:19].